This data is from Catalyst prediction with 721,799 reactions and 888 catalyst types from USPTO. The task is: Predict which catalyst facilitates the given reaction. (1) Reactant: [C:1]1([C:7]2[N:8]=[C:9]([C@H:12]3[CH2:16][CH2:15][C@H:14]([NH2:17])[CH2:13]3)[S:10][CH:11]=2)[CH:6]=[CH:5][CH:4]=[CH:3][CH:2]=1.CCN(C(C)C)C(C)C.Cl[C:28]1[N:33]=[CH:32][N:31]=[C:30]2[N:34](C3CCCCO3)[N:35]=[CH:36][C:29]=12. Product: [C:1]1([C:7]2[N:8]=[C:9]([C@H:12]3[CH2:16][CH2:15][C@H:14]([NH:17][C:28]4[N:33]=[CH:32][N:31]=[C:30]5[NH:34][N:35]=[CH:36][C:29]=45)[CH2:13]3)[S:10][CH:11]=2)[CH:2]=[CH:3][CH:4]=[CH:5][CH:6]=1. The catalyst class is: 32. (2) Reactant: [NH2:1][C@H:2]([C:24]([OH:26])=O)[CH2:3][CH2:4][CH2:5][NH:6][C:7](=[NH:23])[N:8](C(OC(C)(C)C)=O)C(OC(C)(C)C)=O.[OH:27][C:28]1[CH:29]=[CH:30][C:31]([N+:37]([O-])=O)=[C:32]([CH:36]=1)[C:33]([OH:35])=O.CC(C)[N:42]=C=NC(C)C.C1C=CC2N(O)N=NC=2C=1.C1(P(C2C=CC=CC=2)C2C=CC=CC=2)C=CC=CC=1.[Cl:78][C:79]1[CH:84]=[C:83]([Cl:85])[CH:82]=[CH:81][C:80]=1[CH2:86][CH2:87]O.CC(OC(/N=N/C(OC(C)C)=O)=O)C. Product: [NH2:37][C:31]1[CH:30]=[CH:29][C:28]([O:27][CH2:87][CH2:86][C:80]2[CH:81]=[CH:82][C:83]([Cl:85])=[CH:84][C:79]=2[Cl:78])=[CH:36][C:32]=1[C:33]([NH:1][C@H:2]([C:24](=[O:26])[NH2:42])[CH2:3][CH2:4][CH2:5][NH:6][C:7]([NH2:8])=[NH:23])=[O:35]. The catalyst class is: 198. (3) Reactant: [F:1][C:2]1[C:3]([O:20][CH3:21])=[C:4]([O:18][CH3:19])[CH:5]=[C:6]2[C:11]=1[NH:10][CH:9]=[C:8]([C:12]([O:14][CH2:15][CH3:16])=[O:13])[C:7]2=[O:17].C(=O)([O-])[O-].[K+].[K+].P(OCC)(OCC)(O[CH2:31][CH3:32])=O. Product: [CH2:31]([N:10]1[C:11]2[C:6](=[CH:5][C:4]([O:18][CH3:19])=[C:3]([O:20][CH3:21])[C:2]=2[F:1])[C:7](=[O:17])[C:8]([C:12]([O:14][CH2:15][CH3:16])=[O:13])=[CH:9]1)[CH3:32]. The catalyst class is: 6. (4) Reactant: C([O:8][C:9]1[C:14]([Cl:15])=[CH:13][C:12]([C:16]([N:18]2[C:23]3[CH:24]=[CH:25][CH:26]=[CH:27][C:22]=3[S:21](=[O:29])(=[O:28])[CH2:20][CH2:19]2)=[O:17])=[CH:11][C:10]=1[Cl:30])C1C=CC=CC=1.FC(F)(F)C(O)=O. Product: [Cl:30][C:10]1[CH:11]=[C:12]([C:16]([N:18]2[C:23]3[CH:24]=[CH:25][CH:26]=[CH:27][C:22]=3[S:21](=[O:29])(=[O:28])[CH2:20][CH2:19]2)=[O:17])[CH:13]=[C:14]([Cl:15])[C:9]=1[OH:8]. The catalyst class is: 11. (5) Reactant: [Cl:1][C:2]1[CH:10]=[C:9]2[C:5]([C:6]([C:13]3[CH:18]=[CH:17][C:16]([CH3:19])=[C:15]([CH3:20])[CH:14]=3)(O)[C:7](=[O:11])[NH:8]2)=[CH:4][CH:3]=1.C([SiH](CC)CC)C.FC(F)(F)C(O)=O.C(=O)([O-])[O-].[Na+].[Na+]. Product: [Cl:1][C:2]1[CH:10]=[C:9]2[C:5]([CH:6]([C:13]3[CH:18]=[CH:17][C:16]([CH3:19])=[C:15]([CH3:20])[CH:14]=3)[C:7](=[O:11])[NH:8]2)=[CH:4][CH:3]=1. The catalyst class is: 13. (6) Reactant: [Br:1][C:2]1[C:10]2[CH:9]=[CH:8][N:7]([CH3:11])[C:6](=[O:12])[C:5]=2[NH:4][CH:3]=1.[C:13](=O)([O-])[O-].[K+].[K+].CC1C=CC(S(OC)(=O)=O)=CC=1.[Cl-].[NH4+]. Product: [Br:1][C:2]1[C:10]2[CH:9]=[CH:8][N:7]([CH3:11])[C:6](=[O:12])[C:5]=2[N:4]([CH3:13])[CH:3]=1. The catalyst class is: 3.